Dataset: Catalyst prediction with 721,799 reactions and 888 catalyst types from USPTO. Task: Predict which catalyst facilitates the given reaction. The catalyst class is: 16. Reactant: Br[C:2]1[CH:3]=[C:4]2[C:8](=[CH:9][CH:10]=1)[N:7]([CH3:11])[N:6]=[CH:5]2.[B:12]1([B:12]2[O:16][C:15]([CH3:18])([CH3:17])[C:14]([CH3:20])([CH3:19])[O:13]2)[O:16][C:15]([CH3:18])([CH3:17])[C:14]([CH3:20])([CH3:19])[O:13]1.C([O-])(=O)C.[K+]. Product: [CH3:19][C:14]1([CH3:20])[C:15]([CH3:18])([CH3:17])[O:16][B:12]([C:2]2[CH:3]=[C:4]3[C:8](=[CH:9][CH:10]=2)[N:7]([CH3:11])[N:6]=[CH:5]3)[O:13]1.